From a dataset of Full USPTO retrosynthesis dataset with 1.9M reactions from patents (1976-2016). Predict the reactants needed to synthesize the given product. Given the product [N+:44]([C:36]1[CH:37]=[C:38]([NH:41][C:42]([N:27]2[C:28]3=[N:29][CH:30]=[CH:31][CH:32]=[C:33]3[C:25]([C:19]3[CH:20]=[CH:21][C:22]([O:23][CH3:24])=[C:17]([O:16][CH:11]4[CH2:12][CH2:13][CH2:14][CH2:15]4)[CH:18]=3)=[CH:26]2)=[O:43])[CH:39]=[CH:40][C:35]=1[F:34])([O-:46])=[O:45], predict the reactants needed to synthesize it. The reactants are: ClC1C=CC(N=C=O)=CC=1.[CH:11]1([O:16][C:17]2[CH:18]=[C:19]([C:25]3[C:33]4[C:28](=[N:29][CH:30]=[CH:31][CH:32]=4)[NH:27][CH:26]=3)[CH:20]=[CH:21][C:22]=2[O:23][CH3:24])[CH2:15][CH2:14][CH2:13][CH2:12]1.[F:34][C:35]1[CH:40]=[CH:39][C:38]([N:41]=[C:42]=[O:43])=[CH:37][C:36]=1[N+:44]([O-:46])=[O:45].